Task: Predict which catalyst facilitates the given reaction.. Dataset: Catalyst prediction with 721,799 reactions and 888 catalyst types from USPTO (1) Reactant: [CH2:1]([O:3][C:4]([N:6]1[CH2:20][CH2:19][C:10]2[C:11]3[C:12](=[O:18])[CH2:13][CH2:14][C:15]=3[CH:16]=[CH:17][C:9]=2[CH2:8][CH2:7]1)=[O:5])[CH3:2].[BH4-].[Na+]. Product: [CH2:1]([O:3][C:4]([N:6]1[CH2:20][CH2:19][C:10]2[C:11]3[CH:12]([OH:18])[CH2:13][CH2:14][C:15]=3[CH:16]=[CH:17][C:9]=2[CH2:8][CH2:7]1)=[O:5])[CH3:2]. The catalyst class is: 40. (2) Reactant: C(OC([N:8]1[CH2:13][CH:12]([C:14]2[CH:19]=[C:18]([F:20])[CH:17]=[C:16]([F:21])[CH:15]=2)[N:11]([CH2:22][C:23](O)=[O:24])[C:10](=[O:26])[C@@H:9]1[CH2:27][CH:28]1[CH2:34][CH2:33][CH2:32][CH2:31][CH2:30][CH2:29]1)=O)(C)(C)C.[NH2:35][C:36]1[CH:37]=[C:38]2[C:51](=[CH:52][CH:53]=1)[CH2:50][C@:40]1([C:48]3[C:43](=[N:44][CH:45]=[CH:46][CH:47]=3)[NH:42][C:41]1=[O:49])[CH2:39]2.Cl.C(N=C=NCCCN(C)C)C.C1C=CC2N(O)N=NC=2C=1. Product: [CH:28]1([CH2:27][C@@H:9]2[NH:8][CH2:13][CH:12]([C:14]3[CH:15]=[C:16]([F:21])[CH:17]=[C:18]([F:20])[CH:19]=3)[N:11]([CH2:22][C:23]([NH:35][C:36]3[CH:37]=[C:38]4[C:51](=[CH:52][CH:53]=3)[CH2:50][C@:40]3([C:48]5[C:43](=[N:44][CH:45]=[CH:46][CH:47]=5)[NH:42][C:41]3=[O:49])[CH2:39]4)=[O:24])[C:10]2=[O:26])[CH2:29][CH2:30][CH2:31][CH2:32][CH2:33][CH2:34]1. The catalyst class is: 3. (3) Reactant: [CH3:1][CH2:2][CH2:3][CH2:4][C:5]1[N:9]([CH2:10][C:11]2[CH:12]=[CH:13][C:14]([C:17]3[CH:18]=[CH:19][CH:20]=[CH:21][C:22]=3[C:23]3[N:27]=[N:26][N-:25][N:24]=3)=[CH:15][CH:16]=2)[C:8]([CH2:28][OH:29])=[C:7]([Cl:30])[N:6]=1.[K+].OC1O[C@H](CO)[C@@H](O[C@@H]2O[C@H](CO)[C@H](O)[C@H](O)[C@H]2O)[C@H](O)[C@H]1O. Product: [CH3:1][CH2:2][CH2:3][CH2:4][C:5]1[N:9]([CH2:10][C:11]2[CH:16]=[CH:15][C:14]([C:17]3[CH:18]=[CH:19][CH:20]=[CH:21][C:22]=3[C:23]3[N:27]=[N:26][NH:25][N:24]=3)=[CH:13][CH:12]=2)[C:8]([CH2:28][OH:29])=[C:7]([Cl:30])[N:6]=1. The catalyst class is: 6. (4) Reactant: [N+](=[C:3](P(=O)(OC)OC)C(=O)C)=[N-].[CH3:13][C:14]1[CH:15]=[C:16]([C:31]2[CH:32]=[CH:33][C:34]([CH:37]=O)=[N:35][CH:36]=2)[CH:17]=[C:18]([NH:20][C:21]2[N:26]=[C:25]([C:27]([F:30])([F:29])[F:28])[CH:24]=[CH:23][N:22]=2)[CH:19]=1.[C:39](=[O:42])([O-])[O-:40].[K+].[K+]. Product: [C:37]([C:34]1[N:35]=[CH:36][C:31]([C:16]2[CH:17]=[C:18]([NH:20][C:21]3[N:26]=[C:25]([C:27]([F:28])([F:29])[F:30])[CH:24]=[CH:23][N:22]=3)[CH:19]=[C:14]([CH3:13])[CH:15]=2)=[CH:32][CH:33]=1)#[CH:3].[C:39]([OH:40])([C:27]([F:30])([F:29])[F:28])=[O:42]. The catalyst class is: 24. (5) Reactant: Cl.[N:2]1[CH:7]=[CH:6][CH:5]=[C:4]([C:8]2[C:9](=[O:15])[NH:10][C:11](=[O:14])[NH:12][CH:13]=2)[N:3]=1.Br[CH2:17][CH2:18][CH:19]([O:22][CH3:23])[O:20][CH3:21].C([O-])([O-])=O.[K+].[K+]. Product: [CH3:21][O:20][CH:19]([O:22][CH3:23])[CH2:18][CH2:17][N:12]1[CH:13]=[C:8]([C:4]2[N:3]=[N:2][CH:7]=[CH:6][CH:5]=2)[C:9](=[O:15])[NH:10][C:11]1=[O:14]. The catalyst class is: 16.